From a dataset of Reaction yield outcomes from USPTO patents with 853,638 reactions. Predict the reaction yield, written as a fraction of the theoretical maximum amount of product (1.0 means a 100% yield; for example, 0.34 means a 34% yield). (1) The reactants are C[O:2][C:3]([C:5]1[CH:10]=[N:9][C:8]([O:11][CH2:12][C:13]2[C:14]([C:18]3[CH:23]=[CH:22][CH:21]=[CH:20][N:19]=3)=[N:15][O:16][CH:17]=2)=[CH:7][N:6]=1)=[O:4].COC(C1C=NC(OCC2C(C3C=CC(Cl)=CC=3)=NOC=2)=CN=1)=O. No catalyst specified. The product is [N:19]1[CH:20]=[CH:21][CH:22]=[CH:23][C:18]=1[C:14]1[C:13]([CH2:12][O:11][C:8]2[N:9]=[CH:10][C:5]([C:3]([OH:4])=[O:2])=[N:6][CH:7]=2)=[CH:17][O:16][N:15]=1. The yield is 0.710. (2) The reactants are [C:1]([O:5][C:6](=[O:29])[N:7]([CH2:9][CH2:10][O:11][C:12]1[C:20]2[NH:19][C:18](=[O:21])[N:17]([CH2:22][C:23]3[CH:28]=[CH:27][CH:26]=[CH:25][CH:24]=3)[C:16]=2[CH:15]=[CH:14][CH:13]=1)[CH3:8])([CH3:4])([CH3:3])[CH3:2].[H-].[Na+].[CH3:32]I.O. The catalyst is CN(C)C=O. The product is [C:1]([O:5][C:6](=[O:29])[N:7]([CH2:9][CH2:10][O:11][C:12]1[C:20]2[N:19]([CH3:32])[C:18](=[O:21])[N:17]([CH2:22][C:23]3[CH:24]=[CH:25][CH:26]=[CH:27][CH:28]=3)[C:16]=2[CH:15]=[CH:14][CH:13]=1)[CH3:8])([CH3:4])([CH3:2])[CH3:3]. The yield is 0.885. (3) The reactants are [NH2:1][CH:2]([CH3:16])[CH2:3][C:4]1[CH:5]=[CH:6][C:7]([O:14][CH3:15])=[C:8]([S:10]([NH2:13])(=[O:12])=[O:11])[CH:9]=1.Br[CH2:18][CH2:19][O:20][C:21]1[CH:26]=[CH:25][CH:24]=[CH:23][C:22]=1[O:27][CH2:28][CH3:29]. The catalyst is CN(C)C=O. The product is [CH3:29][CH2:28][O:27][C:22]1[CH:23]=[CH:24][CH:25]=[CH:26][C:21]=1[O:20][CH2:19][CH2:18][NH:1][C@@H:2]([CH2:3][C:4]1[CH:5]=[CH:6][C:7]([O:14][CH3:15])=[C:8]([S:10]([NH2:13])(=[O:12])=[O:11])[CH:9]=1)[CH3:16]. The yield is 0.898. (4) The reactants are [CH3:1][O:2][C:3]([C:5]1[CH:9]=[CH:8][S:7][C:6]=1[C:10]1[CH:15]=[CH:14][C:13]([OH:16])=[CH:12][CH:11]=1)=[O:4].[CH3:17][N:18]([CH3:22])[C:19](Cl)=[S:20].C(N(CC)CC)C.O1CCOCC1. The catalyst is O. The product is [CH3:1][O:2][C:3]([C:5]1[CH:9]=[CH:8][S:7][C:6]=1[C:10]1[CH:15]=[CH:14][C:13]([O:16][C:19](=[S:20])[N:18]([CH3:22])[CH3:17])=[CH:12][CH:11]=1)=[O:4]. The yield is 0.870. (5) The reactants are [Cl:1][C:2]1[NH:3][C:4]([NH2:11])=[C:5]2[C:9]([N:10]=1)=[N:8][CH:7]=[N:6]2.C(=O)([O-])[O-].[K+].[K+].Br[CH2:19][CH:20]1[CH2:25][CH2:24][O:23][CH2:22][CH2:21]1. The catalyst is CN(C=O)C.C(Cl)(Cl)Cl.C(O)(C)C. The product is [Cl:1][C:2]1[N:10]=[C:9]2[C:5]([N:6]=[CH:7][N:8]2[CH2:19][CH:20]2[CH2:25][CH2:24][O:23][CH2:22][CH2:21]2)=[C:4]([NH2:11])[N:3]=1. The yield is 0.520.